From a dataset of Full USPTO retrosynthesis dataset with 1.9M reactions from patents (1976-2016). Predict the reactants needed to synthesize the given product. (1) Given the product [CH3:1][O:2][C:3]1[CH:12]=[CH:11][C:10]2[C:5](=[CH:6][CH:7]=[CH:8][CH:9]=2)[C:4]=1[CH2:13][N:14]([CH3:15])[C:46](=[O:48])/[CH:45]=[CH:44]/[C:39]1[CH:40]=[N:41][C:42]2[NH:43][C:34](=[O:33])[CH2:35][CH2:36][C:37]=2[CH:38]=1, predict the reactants needed to synthesize it. The reactants are: [CH3:1][O:2][C:3]1[CH:12]=[CH:11][C:10]2[C:5](=[CH:6][CH:7]=[CH:8][CH:9]=2)[C:4]=1[CH2:13][NH:14][CH3:15].CNCC1C=CC2C(=CC=CC=2)C=1CCC.Cl.[O:33]=[C:34]1[NH:43][C:42]2[N:41]=[CH:40][C:39](/[CH:44]=[CH:45]/[C:46]([OH:48])=O)=[CH:38][C:37]=2[CH2:36][CH2:35]1.Cl.CN1CC2C=C(/C=C/C(O)=O)C=NC=2NC(=O)C1. (2) Given the product [Cl:44][C:45]1[CH:46]=[C:47]([N:51]2[CH2:56][CH2:55][N:54]([C:18]([C:7]3[N:8]([C:12]4[CH:17]=[CH:16][CH:15]=[CH:14][CH:13]=4)[C:9]4[C:5]([CH:6]=3)=[CH:4][C:3]([O:2][CH3:1])=[CH:11][CH:10]=4)=[O:20])[CH2:53][CH2:52]2)[CH:48]=[CH:49][CH:50]=1, predict the reactants needed to synthesize it. The reactants are: [CH3:1][O:2][C:3]1[CH:4]=[C:5]2[C:9](=[CH:10][CH:11]=1)[N:8]([C:12]1[CH:17]=[CH:16][CH:15]=[CH:14][CH:13]=1)[C:7]([C:18]([OH:20])=O)=[CH:6]2.Cl.CN(C)CCCN=C=NCC.O.ON1C2C=CC=CC=2N=N1.[Cl:44][C:45]1[CH:46]=[C:47]([N:51]2[CH2:56][CH2:55][NH:54][CH2:53][CH2:52]2)[CH:48]=[CH:49][CH:50]=1. (3) Given the product [CH3:1][O:2][C:30]1[C:29]([Cl:32])=[CH:28][C:24]([C:25]([NH2:34])=[O:26])=[C:23]([O:22][CH3:21])[C:31]=1[CH2:15][CH3:20], predict the reactants needed to synthesize it. The reactants are: [CH3:1][O:2]C1C=CC(CCN)=CC=1.CN([C:15]1[CH:20]=CC=CN=1)C.[CH3:21][O:22][C:23]1[CH:31]=[CH:30][C:29]([Cl:32])=[CH:28][C:24]=1[C:25](Cl)=[O:26].Cl.[N:34]1C=CC=CC=1. (4) Given the product [CH3:40][C:39]1[CH:38]=[CH:37][N:18]=[C:16]([C:15]2[CH:14]=[C:13]([CH:21]=[CH:20][CH:19]=2)[CH2:12][N:11]2[C:6](=[O:5])[CH:7]=[CH:8][C:9]([C:22]3[CH:23]=[C:24]([F:30])[C:25]([F:29])=[C:26]([F:28])[CH:27]=3)=[N:10]2)[N:17]=1, predict the reactants needed to synthesize it. The reactants are: C([O-])(=O)C.[O:5]=[C:6]1[N:11]([CH2:12][C:13]2[CH:14]=[C:15]([CH:19]=[CH:20][CH:21]=2)[C:16]([NH2:18])=[NH2+:17])[N:10]=[C:9]([C:22]2[CH:27]=[C:26]([F:28])[C:25]([F:29])=[C:24]([F:30])[CH:23]=2)[CH:8]=[CH:7]1.C(=O)([O-])[O-].[K+].[K+].[CH3:37][C:38](=O)[C:39]#[CH:40]. (5) Given the product [OH:29][C:6]1([CH:13]([CH3:17])[C:14]([O:16][CH2:19][CH3:20])=[O:15])[C:5]2[C:9](=[CH:10][CH:11]=[C:3]([O:2][CH3:1])[CH:4]=2)[CH2:8][CH:7]1[CH3:12], predict the reactants needed to synthesize it. The reactants are: [CH3:1][O:2][C:3]1[CH:4]=[C:5]2[C:9](=[CH:10][CH:11]=1)[CH2:8][C:7]([CH3:12])=[C:6]2[CH:13]([CH3:17])[C:14]([OH:16])=[O:15].Br[CH:19](C)[C:20](OCC)=O.BrCC(OCC)=[O:29]. (6) Given the product [F:30][C:27]([F:28])([F:29])[S:24]([O:23][C:20]1[CH:21]=[CH:22][C:16]2[O:15][CH2:14][CH:13]([CH2:12][N:32]([CH3:31])[CH2:33][CH2:34][CH3:35])[O:18][C:17]=2[CH:19]=1)(=[O:25])=[O:26], predict the reactants needed to synthesize it. The reactants are: CC1C=CC(S(O[CH2:12][CH:13]2[O:18][C:17]3[CH:19]=[C:20]([O:23][S:24]([C:27]([F:30])([F:29])[F:28])(=[O:26])=[O:25])[CH:21]=[CH:22][C:16]=3[O:15][CH2:14]2)(=O)=O)=CC=1.[CH3:31][NH:32][CH2:33][CH2:34][CH3:35].